This data is from Full USPTO retrosynthesis dataset with 1.9M reactions from patents (1976-2016). The task is: Predict the reactants needed to synthesize the given product. (1) Given the product [Cl:30][C:29]1[C:24]([CH:5]([CH3:4])[NH2:6])=[N:25][CH:26]=[C:27]([C:31]([F:34])([F:33])[F:32])[CH:28]=1, predict the reactants needed to synthesize it. The reactants are: C(O[C:4](=O)[CH2:5][N:6]=C(C1C=CC=CC=1)C1C=CC=CC=1)C.[H-].[Na+].Cl[C:24]1[C:29]([Cl:30])=[CH:28][C:27]([C:31]([F:34])([F:33])[F:32])=[CH:26][N:25]=1.CI.C(=O)([O-])[O-].[Na+].[Na+]. (2) Given the product [CH3:1][O:2][C:3]1[CH:4]=[CH:5][C:6]([CH2:7][N:8]2[C:13](=[O:14])[CH2:12][C:11](=[O:19])[C:10]3([CH2:24][CH2:23][N:22]([C:25]([O:27][C:28]([CH3:29])([CH3:31])[CH3:30])=[O:26])[CH2:21][CH2:20]3)[CH2:9]2)=[CH:32][CH:33]=1, predict the reactants needed to synthesize it. The reactants are: [CH3:1][O:2][C:3]1[CH:33]=[CH:32][C:6]([CH2:7][N:8]2[C:13](=[O:14])[CH:12](C(OC)=O)[C:11](=[O:19])[C:10]3([CH2:24][CH2:23][N:22]([C:25]([O:27][C:28]([CH3:31])([CH3:30])[CH3:29])=[O:26])[CH2:21][CH2:20]3)[CH2:9]2)=[CH:5][CH:4]=1.O. (3) Given the product [CH2:30]([O:37][C:38]([N:40]1[CH2:49][CH2:48][C:47]2[C:42](=[C:43]([C:76]3[CH:77]=[CH:78][C:73]([CH2:72][C:71]([O:70][CH2:68][CH3:69])=[O:82])=[CH:74][C:75]=3[O:80][CH3:81])[CH:44]=[CH:45][C:46]=2[F:50])[CH2:41]1)=[O:39])[C:31]1[CH:32]=[CH:33][CH:34]=[CH:35][CH:36]=1, predict the reactants needed to synthesize it. The reactants are: C1(P(C2CCCCC2)C2C=CC=CC=2C2C(OC)=CC=CC=2OC)CCCCC1.[CH2:30]([O:37][C:38]([N:40]1[CH2:49][CH2:48][C:47]2[C:42](=[C:43](B3OC(C)(C)C(C)(C)O3)[CH:44]=[CH:45][C:46]=2[F:50])[CH2:41]1)=[O:39])[C:31]1[CH:36]=[CH:35][CH:34]=[CH:33][CH:32]=1.P([O-])([O-])([O-])=O.[K+].[K+].[K+].[CH2:68]([O:70][C:71](=[O:82])[CH2:72][C:73]1[CH:78]=[CH:77][C:76](Br)=[C:75]([O:80][CH3:81])[CH:74]=1)[CH3:69]. (4) Given the product [N:29]1([CH:27]([C:3]2[N:4]=[C:5]([CH2:24][CH2:25][CH3:26])[N:6]([CH2:9][C:10]3[CH:15]=[CH:14][C:13]([C:16]4[C:17]([C:22]#[N:23])=[CH:18][CH:19]=[CH:20][CH:21]=4)=[CH:12][CH:11]=3)[C:7](=[O:8])[CH:2]=2)[CH3:28])[CH2:34][CH2:33][O:32][CH2:31][CH2:30]1, predict the reactants needed to synthesize it. The reactants are: Br[C:2]1[C:7](=[O:8])[N:6]([CH2:9][C:10]2[CH:15]=[CH:14][C:13]([C:16]3[C:17]([C:22]#[N:23])=[CH:18][CH:19]=[CH:20][CH:21]=3)=[CH:12][CH:11]=2)[C:5]([CH2:24][CH2:25][CH3:26])=[N:4][C:3]=1[CH2:27][CH3:28].[NH:29]1[CH2:34][CH2:33][O:32][CH2:31][CH2:30]1. (5) Given the product [CH2:19]([C@H:16]1[CH2:17][CH2:18][C@H:13]([C:8]2[CH:9]=[C:10]3[C:5](=[CH:6][CH:7]=2)[CH:4]=[C:3]([OH:2])[CH:12]=[CH:11]3)[CH2:14][CH2:15]1)[CH2:20][CH3:21], predict the reactants needed to synthesize it. The reactants are: C[O:2][C:3]1[CH:12]=[CH:11][C:10]2[C:5](=[CH:6][CH:7]=[C:8]([C@H:13]3[CH2:18][CH2:17][C@H:16]([CH2:19][CH2:20][CH3:21])[CH2:15][CH2:14]3)[CH:9]=2)[CH:4]=1.C(O)(=O)C.